From a dataset of Full USPTO retrosynthesis dataset with 1.9M reactions from patents (1976-2016). Predict the reactants needed to synthesize the given product. (1) Given the product [F:37][C:32]1[CH:33]=[CH:34][CH:35]=[CH:36][C:31]=1[C:11]1[NH:10][C:18]2[C:13]([CH:12]=1)=[CH:14][C:15]([C:19]1[N:20]([CH3:30])[N:21]=[C:22]([C:24]3[CH:25]=[N:26][CH:27]=[CH:28][CH:29]=3)[CH:23]=1)=[CH:16][CH:17]=2, predict the reactants needed to synthesize it. The reactants are: C1(S([N:10]2[C:18]3[C:13](=[CH:14][C:15]([C:19]4[N:20]([CH3:30])[N:21]=[C:22]([C:24]5[CH:25]=[N:26][CH:27]=[CH:28][CH:29]=5)[CH:23]=4)=[CH:16][CH:17]=3)[CH:12]=[C:11]2[C:31]2[CH:36]=[CH:35][CH:34]=[CH:33][C:32]=2[F:37])(=O)=O)C=CC=CC=1.C([O-])([O-])=O.[Cs+].[Cs+]. (2) Given the product [C:38]([O:42][C:43]([N:45]1[CH2:26][CH2:27][N:22]([CH2:21][CH2:20][CH2:19][NH:18][C:10]2[N:9]=[C:8]([C:5]3[CH:6]=[CH:7][C:2]([Cl:1])=[CH:3][CH:4]=3)[C:17]3[C:12](=[CH:13][CH:14]=[CH:15][CH:16]=3)[N:11]=2)[CH2:47][CH2:46]1)=[O:44])([CH3:41])([CH3:40])[CH3:39], predict the reactants needed to synthesize it. The reactants are: [Cl:1][C:2]1[CH:7]=[CH:6][C:5]([C:8]2[C:17]3[C:12](=[CH:13][CH:14]=[CH:15][CH:16]=3)[N:11]=[C:10]([NH:18][CH2:19][CH2:20][CH2:21][N:22]3[CH2:27][CH2:26]C(C4C=C(NC(=O)C)C=CC=4)CC3)[N:9]=2)=[CH:4][CH:3]=1.[C:38]([O:42][C:43]([N:45]1CCN(CCCN)[CH2:47][CH2:46]1)=[O:44])([CH3:41])([CH3:40])[CH3:39]. (3) Given the product [CH2:1]([O:3][C:4]([C:5]1[S:11][C:10]([SH:12])=[N:8][N:7]=1)=[O:9])[CH3:2], predict the reactants needed to synthesize it. The reactants are: [CH2:1]([O:3][C:4](=[O:9])[C:5]([NH:7][NH2:8])=O)[CH3:2].[C:10](=[S:12])=[S:11].[OH-].[K+].S(=O)(=O)(O)O. (4) Given the product [Br:16][CH2:14][C:13]([C:9]1[CH:10]=[CH:11][CH:12]=[C:7]([S:6][CH:1]2[CH2:5][CH2:4][CH2:3][CH2:2]2)[CH:8]=1)=[O:15], predict the reactants needed to synthesize it. The reactants are: [CH:1]1([S:6][C:7]2[CH:8]=[C:9]([C:13](=[O:15])[CH3:14])[CH:10]=[CH:11][CH:12]=2)[CH2:5][CH2:4][CH2:3][CH2:2]1.[Br:16]Br. (5) The reactants are: [C:1]([O:5][C:6]([N:8]1[CH2:13][CH2:12][CH2:11][CH2:10][CH:9]1[CH2:14][CH2:15][CH2:16][OH:17])=[O:7])([CH3:4])([CH3:3])[CH3:2].[C:18]1([CH3:28])[CH:23]=[CH:22][C:21]([S:24](Cl)(=[O:26])=[O:25])=[CH:20][CH:19]=1. Given the product [C:1]([O:5][C:6]([N:8]1[CH2:13][CH2:12][CH2:11][CH2:10][CH:9]1[CH2:14][CH2:15][CH2:16][O:17][S:24]([C:21]1[CH:22]=[CH:23][C:18]([CH3:28])=[CH:19][CH:20]=1)(=[O:26])=[O:25])=[O:7])([CH3:4])([CH3:3])[CH3:2], predict the reactants needed to synthesize it.